This data is from Catalyst prediction with 721,799 reactions and 888 catalyst types from USPTO. The task is: Predict which catalyst facilitates the given reaction. (1) Reactant: [N+:1]([C:4]1[C:5]([CH3:13])=[C:6]([CH:10]=[CH:11][CH:12]=1)[C:7](O)=[O:8])([O-:3])=[O:2].C(Cl)(=O)C([Cl:17])=O.CN(C)C=O. Product: [N+:1]([C:4]1[C:5]([CH3:13])=[C:6]([CH:10]=[CH:11][CH:12]=1)[C:7]([Cl:17])=[O:8])([O-:3])=[O:2]. The catalyst class is: 7. (2) Reactant: [Cl:1][C:2]1[N:11]=[CH:10][C:9](I)=[CH:8][C:3]=1[C:4]([O:6]C)=[O:5].[CH3:13][C:14]1[CH:15]=[C:16](B(O)O)[CH:17]=[C:18]([CH3:20])[CH:19]=1.C(=O)(O)[O-].[Na+]. Product: [Cl:1][C:2]1[N:11]=[CH:10][C:9]([C:16]2[CH:17]=[C:18]([CH3:20])[CH:19]=[C:14]([CH3:13])[CH:15]=2)=[CH:8][C:3]=1[C:4]([OH:6])=[O:5]. The catalyst class is: 77. (3) Reactant: [CH2:1]([N:8]1[CH2:13][C:12](=O)[N:11]([C:15]2([C:18]3[CH:23]=[CH:22][CH:21]=[CH:20][CH:19]=3)[CH2:17][CH2:16]2)[C:10](=O)[CH2:9]1)[C:2]1[CH:7]=[CH:6][CH:5]=[CH:4][CH:3]=1.[H-].[Al+3].[Li+].[H-].[H-].[H-]. Product: [CH2:1]([N:8]1[CH2:9][CH2:10][N:11]([C:15]2([C:18]3[CH:23]=[CH:22][CH:21]=[CH:20][CH:19]=3)[CH2:16][CH2:17]2)[CH2:12][CH2:13]1)[C:2]1[CH:3]=[CH:4][CH:5]=[CH:6][CH:7]=1. The catalyst class is: 1. (4) Reactant: [OH:1][C:2]([CH:4]([C:6]1[CH:15]=[CH:14][C:9]([CH2:10][CH:11]([CH3:13])C)=[CH:8][CH:7]=1)[CH3:5])=[O:3].[NH:16]1[CH:20]=[CH:19][N:18]=[CH:17]1.[CH:21]1[N:25]([CH2:26][O:27][CH2:28][CH2:29][OH:30])[C:24]2[N:31]=[C:32]([NH2:36])[N:33]=[C:34]([OH:35])[C:23]=2[N:22]=1. Product: [CH:21]1[N:25]([CH2:26][O:27][CH2:28][CH2:29][OH:30])[C:24]2[N:31]=[C:32]([NH2:36])[N:33]=[C:34]([OH:35])[C:23]=2[N:22]=1.[NH:16]1[CH:20]=[CH:19][N:18]=[CH:17]1.[CH3:5][C@H:4]([C:2]([OH:1])=[O:3])[C:6]1[CH:7]=[CH:8][C:9]2[CH:10]=[C:11]([O:27][CH3:26])[CH:13]=[CH:17][C:14]=2[CH:15]=1. The catalyst class is: 6. (5) Reactant: [OH:1][CH2:2][C@@H:3]([N:14]1[C:22](=[O:23])[C:21]2[C:16](=[CH:17][CH:18]=[CH:19][CH:20]=2)[C:15]1=[O:24])[CH2:4][C:5]1[C:13]2[C:8](=[CH:9][CH:10]=[CH:11][CH:12]=2)[NH:7][CH:6]=1.[H-].[Na+].Br[C:28]1[S:32][C:31]([C:33]2[CH:34]=[C:35]3[C:40](=[CH:41][CH:42]=2)[CH:39]=[N:38][CH:37]=[CH:36]3)=[N:30][N:29]=1. Product: [NH:7]1[C:8]2[C:13](=[CH:12][CH:11]=[CH:10][CH:9]=2)[C:5]([CH2:4][C@H:3]([N:14]2[C:15](=[O:24])[C:16]3[C:21](=[CH:20][CH:19]=[CH:18][CH:17]=3)[C:22]2=[O:23])[CH2:2][O:1][C:28]2[S:32][C:31]([C:33]3[CH:34]=[C:35]4[C:40](=[CH:41][CH:42]=3)[CH:39]=[N:38][CH:37]=[CH:36]4)=[N:30][N:29]=2)=[CH:6]1. The catalyst class is: 60. (6) Reactant: [CH2:1]([O:5][C:6]([C:8]1[N:13]=[C:12]([C:14]2[CH:19]=[CH:18][CH:17]=[CH:16][CH:15]=2)[C:11]2[C:20]([CH3:23])=[N:21][S:22][C:10]=2[C:9]=1[O:24][C:25](=[O:30])[C:26]([CH3:29])([CH3:28])[CH3:27])=[O:7])[CH2:2][CH2:3][CH3:4].[Br:31]N1C(=O)CCC1=O. Product: [CH2:1]([O:5][C:6]([C:8]1[N:13]=[C:12]([C:14]2[CH:19]=[CH:18][CH:17]=[CH:16][CH:15]=2)[C:11]2[C:20]([CH2:23][Br:31])=[N:21][S:22][C:10]=2[C:9]=1[O:24][C:25](=[O:30])[C:26]([CH3:29])([CH3:28])[CH3:27])=[O:7])[CH2:2][CH2:3][CH3:4]. The catalyst class is: 340. (7) Reactant: [F:1][C:2]1[C:3]([NH2:8])=[N:4][CH:5]=[CH:6][CH:7]=1.C1C(=O)N([Br:16])C(=O)C1. Product: [Br:16][C:6]1[CH:7]=[C:2]([F:1])[C:3]([NH2:8])=[N:4][CH:5]=1. The catalyst class is: 10.